This data is from Full USPTO retrosynthesis dataset with 1.9M reactions from patents (1976-2016). The task is: Predict the reactants needed to synthesize the given product. (1) Given the product [F:17][C:18]1[CH:23]=[CH:22][C:21]([S:24][C:25]2[CH:26]=[CH:27][C:28]([NH2:31])=[CH:29][CH:30]=2)=[CH:20][CH:19]=1, predict the reactants needed to synthesize it. The reactants are: C(Cl)(=O)C(Cl)=O.ClC1C=C(C=CN=1)C(O)=O.[F:17][C:18]1[CH:23]=[CH:22][C:21]([S:24][C:25]2[CH:26]=[C:27]3C4(CCNCC4)C[N:31](C(OCC4C=CC=CC=4)=O)[C:28]3=[CH:29][CH:30]=2)=[CH:20][CH:19]=1.C(N(CC)C(C)C)(C)C. (2) Given the product [NH2:26][C:22]1[CH:21]=[CH:20][N:19]=[C:18]([C:10]2[N:9]=[N:8][N:7]([CH2:6][C:5]3[CH:34]=[C:35]([C:37]([F:38])([F:39])[F:40])[CH:36]=[C:3]([C:2]([F:41])([F:1])[F:42])[CH:4]=3)[C:11]=2[C:12]2[CH:17]=[CH:16][CH:15]=[CH:14][CH:13]=2)[C:23]=1[C:24]([C:27]1[CH:32]=[CH:31][CH:30]=[CH:29][C:28]=1[Cl:33])=[O:25], predict the reactants needed to synthesize it. The reactants are: [F:1][C:2]([F:42])([F:41])[C:3]1[CH:4]=[C:5]([CH:34]=[C:35]([C:37]([F:40])([F:39])[F:38])[CH:36]=1)[CH2:6][N:7]1[C:11]([C:12]2[CH:17]=[CH:16][CH:15]=[CH:14][CH:13]=2)=[C:10]([C:18]2[C:23]3=[C:24]([C:27]4[CH:32]=[CH:31][CH:30]=[CH:29][C:28]=4[Cl:33])[O:25][N:26]=[C:22]3[CH:21]=[CH:20][N:19]=2)[N:9]=[N:8]1. (3) Given the product [Br:1][C:2]1[C:3]([C:10]([N:15]([O:16][CH3:17])[CH3:14])=[O:12])=[N:4][C:5]([S:8][CH3:9])=[N:6][CH:7]=1, predict the reactants needed to synthesize it. The reactants are: [Br:1][C:2]1[C:3]([C:10]([OH:12])=O)=[N:4][C:5]([S:8][CH3:9])=[N:6][CH:7]=1.Cl.[CH3:14][NH:15][O:16][CH3:17].CN(C(ON1N=NC2C=CC=NC1=2)=[N+](C)C)C.F[P-](F)(F)(F)(F)F.C(N(CC)C(C)C)(C)C. (4) Given the product [F:17][C:14]1[CH:15]=[CH:16][C:11]([C:9]2[N:1]=[C:2]3[N:6]([CH:8]=2)[CH:5]=[CH:4][S:3]3)=[CH:12][CH:13]=1, predict the reactants needed to synthesize it. The reactants are: [NH2:1][C:2]1[S:3][CH:4]=[CH:5][N:6]=1.Br[CH2:8][C:9]([C:11]1[CH:16]=[CH:15][C:14]([F:17])=[CH:13][CH:12]=1)=O.[OH-].[NH4+]. (5) Given the product [OH:19][CH:17]([CH3:18])[CH2:16][N:15]([S:1]([C:4]1[CH:10]=[CH:9][C:7]([CH3:8])=[CH:6][CH:5]=1)(=[O:3])=[O:2])[CH2:14][CH2:13][O:12][S:1]([C:4]1[CH:10]=[CH:9][C:7]([CH3:8])=[CH:6][CH:5]=1)(=[O:3])=[O:2], predict the reactants needed to synthesize it. The reactants are: [S:1](Cl)([C:4]1[CH:10]=[CH:9][C:7]([CH3:8])=[CH:6][CH:5]=1)(=[O:3])=[O:2].[OH:12][CH2:13][CH2:14][NH:15][CH2:16][CH:17]([OH:19])[CH3:18]. (6) Given the product [CH2:1]([S:8][CH2:9][C@:10]1([CH3:26])[NH:14][C:13](=[O:24])[NH:12][C:11]1=[O:25])[C:2]1[CH:3]=[CH:4][CH:5]=[CH:6][CH:7]=1, predict the reactants needed to synthesize it. The reactants are: [CH2:1]([S:8][CH2:9][C@:10]1([CH3:26])[N:14]([C@H](C2C=CC=CC=2)CO)[C:13](=[O:24])[NH:12][C:11]1=[O:25])[C:2]1[CH:7]=[CH:6][CH:5]=[CH:4][CH:3]=1.C(O)(=O)C.Br.N. (7) The reactants are: [I:1][C:2]1[CH:23]=[CH:22][C:5]2[N:6]([CH2:9][C:10]3[CH:21]=[CH:20][C:13]4[N:14]=[C:15](S(C)=O)[S:16][C:12]=4[CH:11]=3)[CH:7]=[N:8][C:4]=2[CH:3]=1.Cl.[NH2:25][C@@H:26]1[CH2:31][CH2:30][CH2:29][C@@H:28]([OH:32])[C@H:27]1[OH:33].CCN(C(C)C)C(C)C. Given the product [I:1][C:2]1[CH:23]=[CH:22][C:5]2[N:6]([CH2:9][C:10]3[CH:21]=[CH:20][C:13]4[N:14]=[C:15]([NH:25][C@@H:26]5[CH2:31][CH2:30][CH2:29][C@@H:28]([OH:32])[C@H:27]5[OH:33])[S:16][C:12]=4[CH:11]=3)[CH:7]=[N:8][C:4]=2[CH:3]=1, predict the reactants needed to synthesize it. (8) Given the product [C:1]([C:4]1[C:13]([NH:14][CH3:15])=[CH:12][C:11]2[C:6](=[CH:7][CH:8]=[CH:9][C:10]=2[NH2:16])[N:5]=1)(=[O:3])[CH3:2], predict the reactants needed to synthesize it. The reactants are: [C:1]([C:4]1[C:13]([NH:14][CH3:15])=[CH:12][C:11]2[C:6](=[CH:7][CH:8]=[CH:9][C:10]=2[N+:16]([O-])=O)[N:5]=1)(=[O:3])[CH3:2].[H][H].